This data is from Forward reaction prediction with 1.9M reactions from USPTO patents (1976-2016). The task is: Predict the product of the given reaction. (1) The product is: [F:1][C:2]1[CH:17]=[C:16]([CH2:18][NH:26][CH2:25][CH2:24][C:23]2[CH:22]=[C:21]([CH3:20])[CH:29]=[CH:28][CH:27]=2)[CH:15]=[CH:14][C:3]=1[O:4][C:5]1[CH:6]=[CH:7][C:8]([C:11]([NH2:13])=[O:12])=[N:9][CH:10]=1. Given the reactants [F:1][C:2]1[CH:17]=[C:16]([CH:18]=O)[CH:15]=[CH:14][C:3]=1[O:4][C:5]1[CH:6]=[CH:7][C:8]([C:11]([NH2:13])=[O:12])=[N:9][CH:10]=1.[CH3:20][C:21]1[CH:22]=[C:23]([CH:27]=[CH:28][CH:29]=1)[CH2:24][CH2:25][NH2:26], predict the reaction product. (2) Given the reactants FC(F)(F)S(O[C:7]1[C:11]2([CH2:13][CH2:12]2)[O:10][C:9](=[O:14])[C:8]=1[C:15]1[CH:20]=[CH:19][C:18]([O:21][CH2:22][C:23]2[CH:32]=[CH:31][C:30]3[C:25](=[CH:26][CH:27]=[CH:28][CH:29]=3)[N:24]=2)=[CH:17][CH:16]=1)(=O)=O.[N:35]1[CH:40]=[CH:39][C:38](B(O)O)=[CH:37][CH:36]=1.C([O-])([O-])=O.[Na+].[Na+], predict the reaction product. The product is: [N:35]1[CH:40]=[CH:39][C:38]([C:7]2[C:11]3([CH2:12][CH2:13]3)[O:10][C:9](=[O:14])[C:8]=2[C:15]2[CH:20]=[CH:19][C:18]([O:21][CH2:22][C:23]3[CH:32]=[CH:31][C:30]4[C:25](=[CH:26][CH:27]=[CH:28][CH:29]=4)[N:24]=3)=[CH:17][CH:16]=2)=[CH:37][CH:36]=1. (3) Given the reactants [CH3:1][C:2]1[CH:3]=[C:4]([C:19]2[S:23][C:22]([C:24]3[CH2:29][CH2:28][CH:27]([C:30]([O:32][CH2:33][CH3:34])=[O:31])[CH2:26][CH:25]=3)=[N:21][CH:20]=2)[CH:5]=[C:6]([NH:8][C:9]2[N:14]=[C:13]([C:15]([F:18])([F:17])[F:16])[CH:12]=[CH:11][N:10]=2)[CH:7]=1, predict the reaction product. The product is: [CH3:1][C:2]1[CH:3]=[C:4]([C:19]2[S:23][C:22]([CH:24]3[CH2:29][CH2:28][CH:27]([C:30]([O:32][CH2:33][CH3:34])=[O:31])[CH2:26][CH2:25]3)=[N:21][CH:20]=2)[CH:5]=[C:6]([NH:8][C:9]2[N:14]=[C:13]([C:15]([F:18])([F:17])[F:16])[CH:12]=[CH:11][N:10]=2)[CH:7]=1. (4) Given the reactants Br[C:2]1[C:3]2[N:4]([C:9]([C:13]3[CH:18]=[CH:17][C:16]([Cl:19])=[CH:15][C:14]=3[Cl:20])=[C:10]([CH3:12])[CH:11]=2)[N:5]=[C:6]([CH3:8])[CH:7]=1.C1(PC2C=CC=CC=2)C=CC=CC=1.C([O-])([O-])=O.[Cs+].[Cs+].[CH2:40]([CH:42]([NH2:45])[CH2:43][CH3:44])[CH3:41], predict the reaction product. The product is: [Cl:20][C:14]1[CH:15]=[C:16]([Cl:19])[CH:17]=[CH:18][C:13]=1[C:9]1[N:4]2[N:5]=[C:6]([CH3:8])[CH:7]=[C:2]([NH:45][CH:42]([CH2:43][CH3:44])[CH2:40][CH3:41])[C:3]2=[CH:11][C:10]=1[CH3:12]. (5) Given the reactants [N+:1]([O-:4])(O)=[O:2].[CH:5]1[C:10]2[CH2:11][CH2:12][CH2:13][CH2:14][C:15](=[O:16])[C:9]=2[CH:8]=[CH:7][CH:6]=1, predict the reaction product. The product is: [N+:1]([C:7]1[CH:6]=[CH:5][C:10]2[CH2:11][CH2:12][CH2:13][CH2:14][C:15](=[O:16])[C:9]=2[CH:8]=1)([O-:4])=[O:2]. (6) Given the reactants [N:1]#[C:2]Br.C(=O)([O-])O.[Na+].[C:9]([C:11]1[CH:12]=[C:13]([CH:18]=[CH:19][C:20]=1[F:21])[C:14]([NH:16][NH2:17])=[O:15])#[N:10].C(=O)=O, predict the reaction product. The product is: [NH2:1][C:2]1[O:15][C:14]([C:13]2[CH:18]=[CH:19][C:20]([F:21])=[C:11]([CH:12]=2)[C:9]#[N:10])=[N:16][N:17]=1. (7) Given the reactants [C:1]([N:4]1[C:12]2[C:7](=[CH:8][CH:9]=[C:10]([Br:13])[CH:11]=2)[CH2:6][C:5]1=[O:14])(=[O:3])[CH3:2].[CH3:15][O:16][C:17]([CH2:19][CH2:20][C:21]1[CH:29]=[CH:28][C:24]([C:25](O)=[O:26])=[CH:23][CH:22]=1)=[O:18], predict the reaction product. The product is: [C:1]([N:4]1[C:12]2[C:7](=[CH:8][CH:9]=[C:10]([Br:13])[CH:11]=2)[C:6](=[C:25]([OH:26])[C:24]2[CH:23]=[CH:22][C:21]([CH2:20][CH2:19][C:17]([O:16][CH3:15])=[O:18])=[CH:29][CH:28]=2)[C:5]1=[O:14])(=[O:3])[CH3:2]. (8) Given the reactants CC(C)([O-])C.[K+].[CH:7]1([CH2:12][OH:13])[CH2:11][CH2:10][CH2:9][CH2:8]1.Br[C:15]1[CH:20]=[CH:19][C:18]([Br:21])=[CH:17][N:16]=1.O, predict the reaction product. The product is: [Br:21][C:18]1[CH:19]=[CH:20][C:15]([O:13][CH2:12][CH:7]2[CH2:11][CH2:10][CH2:9][CH2:8]2)=[N:16][CH:17]=1.